This data is from Full USPTO retrosynthesis dataset with 1.9M reactions from patents (1976-2016). The task is: Predict the reactants needed to synthesize the given product. (1) Given the product [CH3:13][CH:9]1[CH2:8][C:7]([C:24]2[N:25]=[CH:26][C:27]([NH2:30])=[N:28][CH:29]=2)=[CH:12][CH2:11][O:10]1, predict the reactants needed to synthesize it. The reactants are: FC(F)(F)S(O[C:7]1[CH2:8][CH:9]([CH3:13])[O:10][CH2:11][CH:12]=1)(=O)=O.CC1(C)C(C)(C)OB([C:24]2[N:25]=[CH:26][C:27]([NH2:30])=[N:28][CH:29]=2)O1.C([O-])([O-])=O.[Na+].[Na+]. (2) Given the product [F:1][C:2]1[CH:3]=[CH:4][C:5]([S:8][C:9]2[C:10]([C:21]([NH:47][C:48]3[CH:52]=[CH:51][N:50]([CH3:53])[N:49]=3)=[O:23])=[N:11][C:12]([S:15][C:16]3[NH:20][CH:19]=[N:18][N:17]=3)=[CH:13][N:14]=2)=[CH:6][CH:7]=1, predict the reactants needed to synthesize it. The reactants are: [F:1][C:2]1[CH:7]=[CH:6][C:5]([S:8][C:9]2[C:10]([C:21]([OH:23])=O)=[N:11][C:12]([S:15][C:16]3[NH:20][CH:19]=[N:18][N:17]=3)=[CH:13][N:14]=2)=[CH:4][CH:3]=1.Cl.CN(C)CCCN=C=NCC.ON1C2C=CC=CC=2N=N1.Cl.[NH2:47][C:48]1[CH:52]=[CH:51][N:50]([CH3:53])[N:49]=1.C(N(CC)CC)C. (3) Given the product [C:25]([O:24][C:22](=[O:23])[NH:1][C:2]1[CH:3]=[N:4][C:5]2[C:10]([CH:11]=1)=[CH:9][CH:8]=[CH:7][CH:6]=2)([CH3:28])([CH3:27])[CH3:26], predict the reactants needed to synthesize it. The reactants are: [NH2:1][C:2]1[CH:3]=[N:4][C:5]2[C:10]([CH:11]=1)=[CH:9][CH:8]=[CH:7][CH:6]=2.C[Si]([N-][Si](C)(C)C)(C)C.[Na+].[C:22](O[C:22]([O:24][C:25]([CH3:28])([CH3:27])[CH3:26])=[O:23])([O:24][C:25]([CH3:28])([CH3:27])[CH3:26])=[O:23]. (4) Given the product [Br:6][C:7]1[CH:8]=[CH:9][C:10]([O:14][CH2:15][O:16][CH3:17])=[C:11]([O:13][CH:24]2[CH2:27][CH2:26][CH2:25]2)[CH:12]=1, predict the reactants needed to synthesize it. The reactants are: CN(C)C=O.[Br:6][C:7]1[CH:8]=[CH:9][C:10]([O:14][CH2:15][O:16][CH3:17])=[C:11]([OH:13])[CH:12]=1.C(=O)([O-])[O-].[K+].[K+].[CH:24]1(Br)[CH2:27][CH2:26][CH2:25]1. (5) Given the product [OH:13][CH2:12][C:9]1[N:10]=[N:11][C:6]([C:4]([O:3][CH2:1][CH3:2])=[O:5])=[CH:7][CH:8]=1, predict the reactants needed to synthesize it. The reactants are: [CH2:1]([O:3][C:4]([C:6]1[N:11]=[N:10][C:9]([C:12](O)=[O:13])=[CH:8][CH:7]=1)=[O:5])[CH3:2].CN1CCOCC1.ClC(OCC(C)C)=O.[BH4-].[Na+]. (6) Given the product [Br:19][C:8]1[C:7]([CH3:11])=[C:3]([C:2]([F:1])=[CH:10][CH:9]=1)[C:4]([OH:6])=[O:5], predict the reactants needed to synthesize it. The reactants are: [F:1][C:2]1[CH:10]=[CH:9][CH:8]=[C:7]([CH3:11])[C:3]=1[C:4]([OH:6])=[O:5].C1C(=O)N([Br:19])C(=O)C1.